This data is from Reaction yield outcomes from USPTO patents with 853,638 reactions. The task is: Predict the reaction yield, written as a fraction of the theoretical maximum amount of product (1.0 means a 100% yield; for example, 0.34 means a 34% yield). (1) The reactants are [OH:1][C:2]1[CH:3]=[C:4]2[C:8](=[CH:9][CH:10]=1)[C@H:7]([CH2:11][C:12]([O:14][CH2:15][CH3:16])=[O:13])[CH2:6][CH2:5]2.[C:17]([O-:20])([O-])=[O:18].[Cs+].[Cs+].[NH4+:23].[Cl-]. The catalyst is CN(C=O)C. The product is [C:4]([O:20][C:17]([NH:23][CH2:6][CH2:7][CH2:11][O:1][C:2]1[CH:3]=[C:4]2[C:8](=[CH:9][CH:10]=1)[C@H:7]([CH2:11][C:12]([O:14][CH2:15][CH3:16])=[O:13])[CH2:6][CH2:5]2)=[O:18])([CH3:8])([CH3:5])[CH3:3]. The yield is 0.940. (2) The reactants are C(N(CC)C(C)C)(C)C.[CH3:10][C:11]1[CH:20]=[CH:19][C:18]2[C:13](=[CH:14][CH:15]=[CH:16][C:17]=2[N:21]2[CH2:26][CH2:25][NH:24][CH2:23][CH2:22]2)[N:12]=1.CS(O[CH2:32][CH2:33][C:34]1[CH:39]=[CH:38][CH:37]=[C:36]([N+:40]([O-:42])=[O:41])[CH:35]=1)(=O)=O. The catalyst is CN(C)C=O. The product is [CH3:10][C:11]1[CH:20]=[CH:19][C:18]2[C:13](=[CH:14][CH:15]=[CH:16][C:17]=2[N:21]2[CH2:26][CH2:25][N:24]([CH2:32][CH2:33][C:34]3[CH:39]=[CH:38][CH:37]=[C:36]([N+:40]([O-:42])=[O:41])[CH:35]=3)[CH2:23][CH2:22]2)[N:12]=1. The yield is 0.640. (3) The yield is 0.970. The product is [C:10]1([C:9]2[C:19]([C:18]3[CH:7]=[CH:6][CH:5]=[CH:4][CH:3]=3)=[N:20][CH:21]=[CH:22][C:17]=2[CH2:26][OH:25])[CH:11]=[CH:12][CH:13]=[CH:14][CH:15]=1. The reactants are [Mg].Br[C:3]1C=[CH:7][CH:6]=[CH:5][CH:4]=1.[C:9]([C:17]1[CH:22]=[CH:21][N:20]=[CH:19][CH:18]=1)(=O)[C:10]1[CH:15]=[CH:14][CH:13]=[CH:12][CH:11]=1.[Cl-].[NH4+].[O:25]1CCC[CH2:26]1. No catalyst specified. (4) The reactants are O.[OH-].[Li+].[F:4][C:5]1[CH:10]=[CH:9][CH:8]=[CH:7][C:6]=1[N:11]1[C:15]([C:16]2[N:17]=[CH:18][N:19]([C:21]3[CH:30]=[CH:29][C:24]([C:25]([O:27]C)=[O:26])=[CH:23][N:22]=3)[CH:20]=2)=[C:14]([CH3:31])[N:13]=[N:12]1. The catalyst is O.C1COCC1.CO. The product is [F:4][C:5]1[CH:10]=[CH:9][CH:8]=[CH:7][C:6]=1[N:11]1[C:15]([C:16]2[N:17]=[CH:18][N:19]([C:21]3[CH:30]=[CH:29][C:24]([C:25]([OH:27])=[O:26])=[CH:23][N:22]=3)[CH:20]=2)=[C:14]([CH3:31])[N:13]=[N:12]1. The yield is 0.880. (5) The reactants are [Br:1][C:2]1[CH:8]=[C:7]([CH3:9])[C:5]([NH2:6])=[C:4]([CH3:10])[CH:3]=1.Cl[C:12]([O:14][CH2:15][CH2:16][CH3:17])=[O:13].O1CCCC1.C(=O)([O-])[O-].[K+].[K+]. The catalyst is C(#N)C. The product is [CH2:15]([O:14][C:12](=[O:13])[NH:6][C:5]1[C:7]([CH3:9])=[CH:8][C:2]([Br:1])=[CH:3][C:4]=1[CH3:10])[CH2:16][CH3:17]. The yield is 0.860.